Dataset: Human liver microsome stability data. Task: Regression/Classification. Given a drug SMILES string, predict its absorption, distribution, metabolism, or excretion properties. Task type varies by dataset: regression for continuous measurements (e.g., permeability, clearance, half-life) or binary classification for categorical outcomes (e.g., BBB penetration, CYP inhibition). Dataset: hlm. (1) The molecule is C[C@H](N)C(=O)O[C@@H](C)C(=O)N1CCC(CCn2c(Sc3cc4c(cc3Br)OCO4)nc3c(N)ncnc32)CC1. The result is 1 (stable in human liver microsomes). (2) The drug is Cc1cc(Nc2ccc(Br)c(C(F)(F)F)c2)n2ncnc2n1. The result is 0 (unstable in human liver microsomes). (3) The compound is CC(C)C(=O)N1C[C@@H]2C[C@H]1CN2C(=O)[C@@]1(C(C)C)CC[C@@H](NC2CCOCC2)C1. The result is 0 (unstable in human liver microsomes). (4) The molecule is CC(C)CC(=O)N1CCC(n2cnc3cnc4[nH]ccc4c32)CC1. The result is 1 (stable in human liver microsomes). (5) The drug is O=C1CC(c2c[nH]c3ccc(F)cc23)C(=O)N1CCCCN1CCC(c2c[nH]c3ccccc23)CC1. The result is 1 (stable in human liver microsomes). (6) The compound is c1ccc2cc(-c3nnc(N4CCCCC4)cc3-c3ccncc3)ccc2c1. The result is 1 (stable in human liver microsomes).